Dataset: Catalyst prediction with 721,799 reactions and 888 catalyst types from USPTO. Task: Predict which catalyst facilitates the given reaction. (1) Reactant: [Cl:1][C:2]1[CH:7]=[C:6]([F:8])[CH:5]=[CH:4][C:3]=1[NH:9][S:10]([CH:13]1[C:18]([C:19]([O:21][CH2:22][CH3:23])=[O:20])=[CH:17][C:16](=[O:24])[CH2:15][CH2:14]1)(=[O:12])=[O:11].[CH2:25](O)[CH2:26][CH2:27][OH:28].C1(C)C=CC(S([O-])(=O)=O)=CC=1.[NH+]1C=CC=CC=1.C(=O)([O-])O.[Na+]. Product: [Cl:1][C:2]1[CH:7]=[C:6]([F:8])[CH:5]=[CH:4][C:3]=1[NH:9][S:10]([CH:13]1[CH2:14][CH2:15][C:16]2([O:28][CH2:27][CH2:26][CH2:25][O:24]2)[CH:17]=[C:18]1[C:19]([O:21][CH2:22][CH3:23])=[O:20])(=[O:12])=[O:11]. The catalyst class is: 11. (2) Reactant: C(N(CC)CC)C.[C:8](Cl)(=[O:15])[C:9]1[CH:14]=[CH:13][CH:12]=[CH:11][CH:10]=1.[NH2:17][C:18]1[CH:27]=[CH:26][C:25]2[NH:24][C:23](=[O:28])[C:22]3[NH:29][CH:30]=[CH:31][C:21]=3[C:20]=2[CH:19]=1.[CH2:32]([C:34]([O-:36])=[O:35])[CH3:33]. Product: [C:8]([NH:17][C:18]1[CH:27]=[CH:26][C:25]2[NH:24][C:23](=[O:28])[C:22]3[NH:29][CH:30]=[CH:31][C:21]=3[C:20]=2[CH:19]=1)(=[O:15])[C:9]1[CH:14]=[CH:13][CH:12]=[CH:11][CH:10]=1.[CH2:32]([C:34]([O-:36])=[O:35])[CH3:33]. The catalyst class is: 9. (3) Reactant: C1C(=O)N([Br:8])C(=O)C1.[CH2:9]([O:11][C:12](=[O:26])[C:13]1[CH:18]=[C:17]([C:19]([F:22])([F:21])[F:20])[C:16]([CH:23]=[O:24])=[CH:15][C:14]=1[NH2:25])[CH3:10]. Product: [CH2:9]([O:11][C:12](=[O:26])[C:13]1[CH:18]=[C:17]([C:19]([F:21])([F:20])[F:22])[C:16]([CH:23]=[O:24])=[C:15]([Br:8])[C:14]=1[NH2:25])[CH3:10]. The catalyst class is: 3. (4) Reactant: [CH2:1]([N:3]([CH2:40][CH3:41])[CH2:4][CH2:5][N:6]([CH2:24][CH2:25][NH:26][CH2:27][CH2:28][C:29]1[C:37]2[S:36][C:35](=[O:38])[NH:34][C:33]=2[C:32]([OH:39])=[CH:31][CH:30]=1)[C:7](=[O:23])[CH2:8][CH2:9][O:10][CH2:11][CH2:12][C:13]1[C:22]2[C:17](=[CH:18][CH:19]=[CH:20][CH:21]=2)[CH:16]=[CH:15][CH:14]=1)[CH3:2].[BrH:42]. Product: [BrH:42].[BrH:42].[CH2:40]([N:3]([CH2:1][CH3:2])[CH2:4][CH2:5][N:6]([CH2:24][CH2:25][NH:26][CH2:27][CH2:28][C:29]1[C:37]2[S:36][C:35](=[O:38])[NH:34][C:33]=2[C:32]([OH:39])=[CH:31][CH:30]=1)[C:7](=[O:23])[CH2:8][CH2:9][O:10][CH2:11][CH2:12][C:13]1[C:22]2[C:17](=[CH:18][CH:19]=[CH:20][CH:21]=2)[CH:16]=[CH:15][CH:14]=1)[CH3:41]. The catalyst class is: 8.